This data is from Full USPTO retrosynthesis dataset with 1.9M reactions from patents (1976-2016). The task is: Predict the reactants needed to synthesize the given product. (1) Given the product [NH:15]1[C:23]2[C:18](=[CH:19][CH:20]=[CH:21][CH:22]=2)[C:17]([CH2:24][C:25]([N:8]2[CH2:7][CH2:6][N:5]3[N:1]=[C:2]([C:10]([O:12][CH2:13][CH3:14])=[O:11])[CH:3]=[C:4]3[CH2:9]2)=[O:26])=[CH:16]1, predict the reactants needed to synthesize it. The reactants are: [N:1]1[N:5]2[CH2:6][CH2:7][NH:8][CH2:9][C:4]2=[CH:3][C:2]=1[C:10]([O:12][CH2:13][CH3:14])=[O:11].[NH:15]1[C:23]2[C:18](=[CH:19][CH:20]=[CH:21][CH:22]=2)[C:17]([CH2:24][C:25](O)=[O:26])=[CH:16]1.F[P-](F)(F)(F)(F)F.C[N+](C)=C(N(C)C)ON1C2N=CC=CC=2N=N1.CN1CCOCC1. (2) Given the product [CH3:1][C:2]1[CH:11]=[CH:10][C:9]2[C:4](=[CH:5][C:6]([C:12]([OH:16])=[O:21])=[CH:7][CH:8]=2)[N:3]=1, predict the reactants needed to synthesize it. The reactants are: [CH3:1][C:2]1[CH:11]=[CH:10][C:9]2[C:4](=[CH:5][C:6]([C:12](F)(F)F)=[CH:7][CH:8]=2)[N:3]=1.[OH:16]S(O)(=O)=O.[OH-:21].[Na+]. (3) Given the product [F:29][CH2:2][CH2:3][CH2:4][C@H:5]1[CH2:9][O:8][C:7]([CH3:11])([CH3:10])[N:6]1[C:12]([O:14][C:15]([CH3:18])([CH3:17])[CH3:16])=[O:13], predict the reactants needed to synthesize it. The reactants are: O[CH2:2][CH2:3][CH2:4][C@H:5]1[CH2:9][O:8][C:7]([CH3:11])([CH3:10])[N:6]1[C:12]([O:14][C:15]([CH3:18])([CH3:17])[CH3:16])=[O:13].COCCN(S(F)(F)[F:29])CCOC.C(=O)([O-])O.[Na+]. (4) The reactants are: [O:1]=[C:2]1[C:6]([C:7]([O:9][CH2:10][CH3:11])=[O:8])=[CH:5][NH:4][N:3]1[C:12]1[CH:17]=[CH:16][CH:15]=[CH:14][CH:13]=1.F[C:19](F)(F)S(OC)(=O)=O. Given the product [CH3:19][N:4]1[CH:5]=[C:6]([C:7]([O:9][CH2:10][CH3:11])=[O:8])[C:2](=[O:1])[N:3]1[C:12]1[CH:17]=[CH:16][CH:15]=[CH:14][CH:13]=1, predict the reactants needed to synthesize it. (5) Given the product [C:14]([CH2:13][NH:12][C:10]([CH:9]([NH:8][C:5]1[N:4]=[CH:3][C:2]([C:36]2[CH:35]=[CH:34][C:33]([N:30]3[CH2:29][CH2:28][N:27]([C:25]([O:24][C:20]([CH3:23])([CH3:22])[CH3:21])=[O:26])[CH2:32][CH2:31]3)=[CH:38][CH:37]=2)=[CH:7][N:6]=1)[CH2:16][CH:17]([CH3:19])[CH3:18])=[O:11])#[N:15], predict the reactants needed to synthesize it. The reactants are: Br[C:2]1[CH:3]=[N:4][C:5]([NH:8][CH:9]([CH2:16][CH:17]([CH3:19])[CH3:18])[C:10]([NH:12][CH2:13][C:14]#[N:15])=[O:11])=[N:6][CH:7]=1.[C:20]([O:24][C:25]([N:27]1[CH2:32][CH2:31][N:30]([C:33]2[CH:38]=[CH:37][C:36](B(O)O)=[CH:35][CH:34]=2)[CH2:29][CH2:28]1)=[O:26])([CH3:23])([CH3:22])[CH3:21].C(=O)([O-])[O-].[Na+].[Na+].O. (6) Given the product [CH3:7][C:4]1[S:3][C:2]([C:13]2[CH:14]=[CH:15][C:10]([CH:8]=[O:9])=[CH:11][CH:12]=2)=[N:6][N:5]=1, predict the reactants needed to synthesize it. The reactants are: Br[C:2]1[S:3][C:4]([CH3:7])=[N:5][N:6]=1.[CH:8]([C:10]1[CH:15]=[CH:14][C:13](B(O)O)=[CH:12][CH:11]=1)=[O:9].[O-]P([O-])([O-])=O.[K+].[K+].[K+]. (7) Given the product [F:13][C:14]1[CH:19]=[CH:18][C:17]([O:20][C:2]2[C:11]([CH3:12])=[CH:10][C:5]([C:6]([O:8][CH3:9])=[O:7])=[CH:4][N:3]=2)=[CH:16][CH:15]=1, predict the reactants needed to synthesize it. The reactants are: F[C:2]1[C:11]([CH3:12])=[CH:10][C:5]([C:6]([O:8][CH3:9])=[O:7])=[CH:4][N:3]=1.[F:13][C:14]1[CH:19]=[CH:18][C:17]([OH:20])=[CH:16][CH:15]=1.C(=O)([O-])[O-].[K+].[K+].